Predict the reactants needed to synthesize the given product. From a dataset of Full USPTO retrosynthesis dataset with 1.9M reactions from patents (1976-2016). Given the product [OH:3][C@@H:4]([CH:26]([CH3:28])[CH3:27])[C:5]([NH:7][C@@H:8]([CH3:25])[C:9](=[O:24])[NH:10][C@H:11]1[C:17]2[CH:18]=[CH:19][CH:20]=[CH:21][C:16]=2[CH2:15][CH2:14][N:13]([CH3:22])[C:12]1=[O:23])=[O:6], predict the reactants needed to synthesize it. The reactants are: O.O.[OH:3][C@@H:4]([CH:26]([CH3:28])[CH3:27])[C:5]([NH:7][C@@H:8]([CH3:25])[C:9](=[O:24])[NH:10][C@H:11]1[C:17]2[CH:18]=[CH:19][CH:20]=[CH:21][C:16]=2[CH2:15][CH2:14][N:13]([CH3:22])[C:12]1=[O:23])=[O:6].